Dataset: Forward reaction prediction with 1.9M reactions from USPTO patents (1976-2016). Task: Predict the product of the given reaction. The product is: [F:52][C:53]1[CH:60]=[C:59]([C:61]([F:62])([F:63])[F:64])[CH:58]=[CH:57][C:54]=1[CH2:55][N:56]1[C:65]([OH:66])=[C:15]([C:14]([NH:13][CH2:12][C:3]2[CH:4]=[CH:5][C:6]([C:8]([F:11])([F:9])[F:10])=[CH:7][C:2]=2[F:1])=[O:23])[C:16]([OH:17])=[C:21]([C:20]([NH:46][CH2:42][C:33]([OH:34])=[O:32])=[O:25])[C:22]1=[O:24]. Given the reactants [F:1][C:2]1[CH:7]=[C:6]([C:8]([F:11])([F:10])[F:9])[CH:5]=[CH:4][C:3]=1[CH2:12][NH:13][C:14]1[O:23][C:22](=[O:24])[C:21]2[C:20](=[O:25])OC(C)(C)[O:17][C:16]=2[CH:15]=1.ClC1OC(=O)C2C(=O)[O:34][C:33]([CH3:42])(C)[O:32]C=2C=1.C([N:46](CC)C(C)C)(C)C.[F:52][C:53]1[CH:60]=[C:59]([C:61]([F:64])([F:63])[F:62])[CH:58]=[CH:57][C:54]=1[CH2:55][NH2:56].[CH3:65][OH:66], predict the reaction product.